From a dataset of Forward reaction prediction with 1.9M reactions from USPTO patents (1976-2016). Predict the product of the given reaction. (1) Given the reactants C([N:8]1[CH2:12][CH:11]2[CH2:13][N:14]([C:16]3[CH:17]=[CH:18][C:19]4[N:20]([C:22]([C:26]5[CH:31]=[CH:30][N:29]=[C:28]([CH2:32][NH2:33])[CH:27]=5)=[C:23]([CH3:25])[N:24]=4)[N:21]=3)[CH2:15][CH:10]2[CH2:9]1)C1C=CC=CC=1.C([O-])=O.[NH4+], predict the reaction product. The product is: [CH2:13]1[CH:11]2[CH2:12][NH:8][CH2:9][CH:10]2[CH2:15][N:14]1[C:16]1[CH:17]=[CH:18][C:19]2[N:20]([C:22]([C:26]3[CH:31]=[CH:30][N:29]=[C:28]([CH2:32][NH2:33])[CH:27]=3)=[C:23]([CH3:25])[N:24]=2)[N:21]=1. (2) Given the reactants [CH3:1][S:2]([CH2:5][CH2:6][N:7]1[CH2:12][CH2:11][N:10](C(OC(C)(C)C)=O)[CH2:9][CH2:8]1)(=[O:4])=[O:3].[ClH:20].CO, predict the reaction product. The product is: [ClH:20].[CH3:1][S:2]([CH2:5][CH2:6][N:7]1[CH2:8][CH2:9][NH:10][CH2:11][CH2:12]1)(=[O:3])=[O:4].[ClH:20]. (3) Given the reactants [CH2:1]([C@@H:8]1[C@@H:16]([OH:17])[C@H:15]([CH3:18])[O:14][C:13](=[O:19])[C@@H:12]([N:20]([C:28]([O:30][C:31]([CH3:34])([CH3:33])[CH3:32])=[O:29])[C:21](=[O:27])[O:22][C:23]([CH3:26])([CH3:25])[CH3:24])[CH2:11][O:10][CH2:9]1)[C:2]1[CH:7]=[CH:6][CH:5]=[CH:4][CH:3]=1.C(=O)(OCC(C)=C)O[C:37]([CH3:40])([CH3:39])[CH3:38], predict the reaction product. The product is: [CH2:1]([C@@H:8]1[C@@H:16]([O:17][CH2:39][C:37]([CH3:40])=[CH2:38])[C@H:15]([CH3:18])[O:14][C:13](=[O:19])[C@@H:12]([N:20]([C:21]([O:22][C:23]([CH3:26])([CH3:24])[CH3:25])=[O:27])[C:28](=[O:29])[O:30][C:31]([CH3:33])([CH3:32])[CH3:34])[CH2:11][O:10][CH2:9]1)[C:2]1[CH:3]=[CH:4][CH:5]=[CH:6][CH:7]=1. (4) Given the reactants [F:1][C:2]1[CH:7]=[CH:6][C:5]([C:8]2[S:12]C(C3C=CC=C(OC)C=3O[Si](C(C)C)(C(C)C)C(C)C)[N:10]([C:32]([C:34]3[C:39]([F:40])=[CH:38][C:37]([F:41])=[CH:36][C:35]=3[F:42])=[O:33])[N:9]=2)=[CH:4][CH:3]=1.[CH2:43]([O:45][C:46]([C:48]1[CH:53]=[CH:52][CH:51]=[C:50]([CH2:54][O:55][C:56]2[CH:61]=[CH:60][CH:59]=[C:58]([CH:62]=O)[C:57]=2[O:64][CH2:65][C:66]#[N:67])[N:49]=1)=[O:47])[CH3:44], predict the reaction product. The product is: [CH2:43]([O:45][C:46]([C:48]1[CH:53]=[CH:52][CH:51]=[C:50]([CH2:54][O:55][C:56]2[CH:61]=[CH:60][CH:59]=[C:58]([CH:62]3[N:10]([C:32](=[O:33])[C:34]4[C:35]([F:42])=[CH:36][C:37]([F:41])=[CH:38][C:39]=4[F:40])[N:9]=[C:8]([C:5]4[CH:6]=[CH:7][C:2]([F:1])=[CH:3][CH:4]=4)[S:12]3)[C:57]=2[O:64][CH2:65][C:66]#[N:67])[N:49]=1)=[O:47])[CH3:44].